Dataset: Forward reaction prediction with 1.9M reactions from USPTO patents (1976-2016). Task: Predict the product of the given reaction. (1) Given the reactants [Cl:1][C:2]([Cl:19])([Cl:18])[CH2:3][O:4][C:5]([O:7][CH2:8][C:9]1[S:10][CH:11]=[C:12]([C:14](=[CH2:17])C=O)[N:13]=1)=[O:6].[CH3:20][CH2:21][CH2:22]CC.OO.[C:27]([O-:30])(O)=O.[Na+].[CH3:32]COCC, predict the reaction product. The product is: [OH:30][C@H:27]([C:17]([CH3:32])=[CH:14][C:12]1[N:13]=[C:9]([CH2:8][O:7][C:5]([O:4][CH2:3][C:2]([Cl:1])([Cl:18])[Cl:19])=[O:6])[S:10][CH:11]=1)[CH2:22][CH:21]=[CH2:20]. (2) Given the reactants [CH:1]1([C:4]2[NH:13][C:7]3[N:8]=[N:9][C:10](I)=[CH:11][C:6]=3[CH:5]=2)[CH2:3][CH2:2]1.[CH2:14]([N:18]1[CH:22]=[C:21]([C:23]([O:25][CH3:26])=[O:24])[N:20]=[N:19]1)[CH2:15][C:16]#[CH:17].C(N(CC)CC)C.N#N, predict the reaction product. The product is: [CH:1]1([C:4]2[NH:13][C:7]3[N:8]=[N:9][C:10]([C:17]#[C:16][CH2:15][CH2:14][N:18]4[CH:22]=[C:21]([C:23]([O:25][CH3:26])=[O:24])[N:20]=[N:19]4)=[CH:11][C:6]=3[CH:5]=2)[CH2:3][CH2:2]1. (3) The product is: [O:48]([CH2:47][CH2:46][S:45][CH2:44][C:41]1[CH:42]=[CH:43][C:38]([C:35]2[CH:34]=[CH:33][C:32]([C:30]([OH:31])=[O:29])=[CH:37][CH:36]=2)=[CH:39][CH:40]=1)[C:49]1[CH:50]=[CH:51][CH:52]=[CH:53][CH:54]=1. Given the reactants O(CCSCC1C=CC(C2C=CC=C(C(O)=O)C=2)=CC=1)C1C=CC=CC=1.C([O:29][C:30]([C:32]1[CH:37]=[CH:36][C:35]([C:38]2[CH:43]=[CH:42][C:41]([CH2:44][S:45][CH2:46][CH2:47][O:48][C:49]3[CH:54]=[CH:53][CH:52]=[CH:51][CH:50]=3)=[CH:40][CH:39]=2)=[CH:34][CH:33]=1)=[O:31])C.[OH-].[Li+], predict the reaction product.